Dataset: Reaction yield outcomes from USPTO patents with 853,638 reactions. Task: Predict the reaction yield, written as a fraction of the theoretical maximum amount of product (1.0 means a 100% yield; for example, 0.34 means a 34% yield). (1) The reactants are [Br:1][C:2]1[C:3]([F:15])=[CH:4][CH:5]=[C:6]2[C:11]=1[N:10]=[C:9](Cl)[N:8]([CH3:13])[C:7]2=[O:14].Cl.[CH3:17][C:18]1([NH2:22])[CH2:21][CH2:20][CH2:19]1.C(N(C(C)C)C(C)C)C. The catalyst is CS(C)=O.CCOC(C)=O. The product is [Br:1][C:2]1[C:3]([F:15])=[CH:4][CH:5]=[C:6]2[C:11]=1[N:10]=[C:9]([NH:22][C:18]1([CH3:17])[CH2:21][CH2:20][CH2:19]1)[N:8]([CH3:13])[C:7]2=[O:14]. The yield is 0.430. (2) The reactants are [OH:1][C:2]1[N:3]=[C:4]([CH3:20])[N:5]([CH2:9][C:10]2[CH:19]=[CH:18][C:13]([C:14]([O:16][CH3:17])=[O:15])=[CH:12][CH:11]=2)[C:6](=[O:8])[CH:7]=1.C(=O)([O-])[O-].[K+].[K+].[F:27][C:28]1[CH:35]=[C:34]([F:36])[CH:33]=[CH:32][C:29]=1[CH2:30]Br. The catalyst is CN(C=O)C.C1OCCOCCOCCOCCOCCOC1. The product is [F:27][C:28]1[CH:35]=[C:34]([F:36])[CH:33]=[CH:32][C:29]=1[CH2:30][O:1][C:2]1[N:3]=[C:4]([CH3:20])[N:5]([CH2:9][C:10]2[CH:19]=[CH:18][C:13]([C:14]([O:16][CH3:17])=[O:15])=[CH:12][CH:11]=2)[C:6](=[O:8])[CH:7]=1. The yield is 0.690. (3) The reactants are C(O[C:6](=[O:28])[NH:7][C@@H:8]([CH2:21][C:22]1[CH:27]=[CH:26][CH:25]=[CH:24][CH:23]=1)[CH:9]([C:11](=[O:20])[NH:12][CH2:13][C:14]1[CH:19]=[CH:18][CH:17]=[CH:16][CH:15]=1)[OH:10])(C)(C)C.FC(F)(F)C(O)=O.C(N(CC)C(C)C)(C)C.[CH2:45]1[C:53]2[C:48](=[CH:49][CH:50]=[CH:51][CH:52]=2)[CH2:47][CH:46]1[C:54]([NH:56][C@@H:57]([CH3:69])[C:58]([NH:60][C@@H:61]([CH2:65][CH:66]([CH3:68])[CH3:67])C(O)=O)=[O:59])=[O:55].CN(C(ON1N=NC2C=CC=NC1=2)=[N+](C)C)C.F[P-](F)(F)(F)(F)F. The catalyst is ClCCl. The product is [CH2:21]([C@H:8]([NH:7][C:6]([C@@H:61]([NH:60][C:58]([C@@H:57]([NH:56][C:54]([CH:46]1[CH2:45][C:53]2[C:48](=[CH:49][CH:50]=[CH:51][CH:52]=2)[CH2:47]1)=[O:55])[CH3:69])=[O:59])[CH2:65][CH:66]([CH3:68])[CH3:67])=[O:28])[CH:9]([C:11](=[O:20])[NH:12][CH2:13][C:14]1[CH:15]=[CH:16][CH:17]=[CH:18][CH:19]=1)[OH:10])[C:22]1[CH:23]=[CH:24][CH:25]=[CH:26][CH:27]=1. The yield is 0.960. (4) The reactants are [Cl:1][C:2]1[N:3]=[CH:4][C:5]2[CH:10]=[C:9]([CH2:11][OH:12])[N:8]([CH:13]3[CH2:19][CH2:18][CH2:17][CH2:16][CH2:15][CH2:14]3)[C:6]=2[N:7]=1.[CH3:20][NH:21][CH3:22].C1COCC1.[C-]#N.[Na+]. The catalyst is CN(C=O)C.[O-2].[O-2].[Mn+4]. The product is [Cl:1][C:2]1[N:3]=[CH:4][C:5]2[CH:10]=[C:9]([C:11]([N:21]([CH3:22])[CH3:20])=[O:12])[N:8]([CH:13]3[CH2:14][CH2:15][CH2:16][CH2:17][CH2:18][CH2:19]3)[C:6]=2[N:7]=1. The yield is 0.850. (5) The reactants are [O:1]1[C:5]2[CH:6]=[CH:7][C:8]([C:10]3([C:13]([NH:15][C:16]4[CH:17]=[CH:18][C:19]([CH2:33][OH:34])=[C:20]([C:22]5[CH:27]=[CH:26][C:25]([C:28]([N:30]([CH3:32])[CH3:31])=[O:29])=[CH:24][CH:23]=5)[CH:21]=4)=[O:14])[CH2:12][CH2:11]3)=[CH:9][C:4]=2[O:3][CH2:2]1.[C:35]1(C)[CH:40]=CC(S(O)(=O)=O)=C[CH:36]=1. The catalyst is C(O)(C)C. The product is [O:1]1[C:5]2[CH:6]=[CH:7][C:8]([C:10]3([C:13]([NH:15][C:16]4[CH:17]=[CH:18][C:19]([CH2:33][O:34][CH:35]([CH3:40])[CH3:36])=[C:20]([C:22]5[CH:27]=[CH:26][C:25]([C:28]([N:30]([CH3:31])[CH3:32])=[O:29])=[CH:24][CH:23]=5)[CH:21]=4)=[O:14])[CH2:11][CH2:12]3)=[CH:9][C:4]=2[O:3][CH2:2]1. The yield is 0.440. (6) The product is [F:1][C:2]([F:22])([C:15]1[N:20]=[CH:19][C:18]([F:21])=[CH:17][N:16]=1)[C:3]1[N:10]=[C:8]([OH:9])[C:7]2[C:6](=[CH:14][CH:13]=[CH:12][CH:11]=2)[N:5]=1. The reactants are [F:1][C:2]([F:22])([C:15]1[N:20]=[CH:19][C:18]([F:21])=[CH:17][N:16]=1)[C:3]([NH:5][C:6]1[CH:14]=[CH:13][CH:12]=[CH:11][C:7]=1[C:8]([NH2:10])=[O:9])=O.Cl[Si](C)(C)C. The yield is 0.690. The catalyst is ClCCCl. (7) The reactants are C(OC(=O)[NH:7][CH:8]1[CH2:13][C@@H:12]([C:14]2[CH:19]=[CH:18][CH:17]=[CH:16][C:15]=2[CH3:20])[C@@H:11]([CH3:21])[N:10]([CH2:22][C:23]([F:26])([F:25])[F:24])[C:9]1=[O:27])(C)(C)C.Cl.[CH3:30][C:31]1[CH:39]=[CH:38][C:34]([C:35]([OH:37])=[O:36])=[CH:33][CH:32]=1. The catalyst is C1COCC1.OC1C=CC([N+]([O-])=O)=CC=1C=O. The product is [CH3:30][C:31]1[CH:39]=[CH:38][C:34]([C:35]([O-:37])=[O:36])=[CH:33][CH:32]=1.[CH3:21][C@H:11]1[N:10]([CH2:22][C:23]([F:25])([F:26])[F:24])[C:9](=[O:27])[C@@H:8]([NH3+:7])[CH2:13][C@H:12]1[C:14]1[CH:19]=[CH:18][CH:17]=[CH:16][C:15]=1[CH3:20]. The yield is 0.520. (8) The reactants are [Cl-].O[NH3+:3].[C:4](=[O:7])([O-])[OH:5].[Na+].CS(C)=O.[CH2:13]([C:17]1[N:18]([CH2:35][C:36]2[CH:41]=[CH:40][C:39]([C:42]3[C:43]([C:48]#[N:49])=[CH:44][CH:45]=[CH:46][CH:47]=3)=[CH:38][CH:37]=2)[C:19](=[O:34])[C:20]([C:24]2[CH:29]=[CH:28][C:27]([O:30][CH:31]([CH3:33])[CH3:32])=[CH:26][CH:25]=2)=[C:21]([CH3:23])[N:22]=1)[CH2:14][CH2:15][CH3:16]. The catalyst is C(OCC)(=O)C. The product is [CH2:13]([C:17]1[N:18]([CH2:35][C:36]2[CH:37]=[CH:38][C:39]([C:42]3[CH:47]=[CH:46][CH:45]=[CH:44][C:43]=3[C:48]3[NH:3][C:4](=[O:7])[O:5][N:49]=3)=[CH:40][CH:41]=2)[C:19](=[O:34])[C:20]([C:24]2[CH:25]=[CH:26][C:27]([O:30][CH:31]([CH3:32])[CH3:33])=[CH:28][CH:29]=2)=[C:21]([CH3:23])[N:22]=1)[CH2:14][CH2:15][CH3:16]. The yield is 0.780. (9) The reactants are [CH2:1]([O:8][C:9]([N:11]1[CH2:16][CH2:15][CH2:14][CH:13]([C:17]2[CH:22]=[CH:21][C:20]([CH3:23])=[C:19]([OH:24])[CH:18]=2)[CH2:12]1)=[O:10])[C:2]1[CH:7]=[CH:6][CH:5]=[CH:4][CH:3]=1.C(=O)([O-])[O-].[Cs+].[Cs+].Br[CH2:32][C:33]([O:35][CH2:36][CH3:37])=[O:34]. The catalyst is CN(C)C=O.O. The product is [CH2:1]([O:8][C:9]([N:11]1[CH2:16][CH2:15][CH2:14][CH:13]([C:17]2[CH:22]=[CH:21][C:20]([CH3:23])=[C:19]([O:24][CH2:32][C:33]([O:35][CH2:36][CH3:37])=[O:34])[CH:18]=2)[CH2:12]1)=[O:10])[C:2]1[CH:3]=[CH:4][CH:5]=[CH:6][CH:7]=1. The yield is 0.600.